Dataset: Catalyst prediction with 721,799 reactions and 888 catalyst types from USPTO. Task: Predict which catalyst facilitates the given reaction. (1) Reactant: O.O.O.[F-].C([N+](CCCC)(CCCC)CCCC)CCC.[Si]([O:39][CH2:40][CH2:41][N:42]([CH2:63][CH:64]([O:82][C:83](=[O:97])[CH2:84][CH2:85][CH2:86][CH2:87][CH2:88][CH2:89][CH2:90][CH2:91][CH2:92][CH2:93][CH2:94][CH2:95][CH3:96])[CH2:65][O:66][C:67](=[O:81])[CH2:68][CH2:69][CH2:70][CH2:71][CH2:72][CH2:73][CH2:74][CH2:75][CH2:76][CH2:77][CH2:78][CH2:79][CH3:80])[CH2:43][CH2:44][O:45][Si](C(C)(C)C)(C1C=CC=CC=1)C1C=CC=CC=1)(C(C)(C)C)(C1C=CC=CC=1)C1C=CC=CC=1. Product: [OH:45][CH2:44][CH2:43][N:42]([CH2:63][CH:64]([O:82][C:83](=[O:97])[CH2:84][CH2:85][CH2:86][CH2:87][CH2:88][CH2:89][CH2:90][CH2:91][CH2:92][CH2:93][CH2:94][CH2:95][CH3:96])[CH2:65][O:66][C:67](=[O:81])[CH2:68][CH2:69][CH2:70][CH2:71][CH2:72][CH2:73][CH2:74][CH2:75][CH2:76][CH2:77][CH2:78][CH2:79][CH3:80])[CH2:41][CH2:40][OH:39]. The catalyst class is: 76. (2) Reactant: [CH3:1][O:2][C:3](=[O:28])[C:4]([S:19]([C:22]1[CH:27]=[CH:26][CH:25]=[CH:24][CH:23]=1)(=[O:21])=[O:20])([CH:6]1[CH2:18][C:9]2[NH:10][C:11]3[CH:12]=[CH:13][C:14]([Cl:17])=[CH:15][C:16]=3[C:8]=2[CH2:7]1)[CH3:5].C(N(CC)CC)C.[O:36](C(OC(C)(C)C)=O)[C:37]([O:39][C:40]([CH3:43])([CH3:42])[CH3:41])=O. Product: [C:40]([O:39][C:37]([N:10]1[C:11]2[CH:12]=[CH:13][C:14]([Cl:17])=[CH:15][C:16]=2[C:8]2[CH2:7][CH:6]([C:4]([S:19]([C:22]3[CH:23]=[CH:24][CH:25]=[CH:26][CH:27]=3)(=[O:21])=[O:20])([C:3]([O:2][CH3:1])=[O:28])[CH3:5])[CH2:18][C:9]1=2)=[O:36])([CH3:43])([CH3:42])[CH3:41]. The catalyst class is: 64. (3) Reactant: B(O)(O)O.[CH3:5][O:6][C:7]1[CH:8]=[C:9]([C:15](=[O:31])[CH:16]([C:21]2[CH:26]=[CH:25][C:24]([O:27][CH:28]([CH3:30])[CH3:29])=[CH:23][CH:22]=2)C(OC)=O)[CH:10]=[C:11]([O:13][CH3:14])[CH:12]=1.C1(C)C=CC=CC=1. Product: [CH3:5][O:6][C:7]1[CH:8]=[C:9]([C:15](=[O:31])[CH2:16][C:21]2[CH:22]=[CH:23][C:24]([O:27][CH:28]([CH3:29])[CH3:30])=[CH:25][CH:26]=2)[CH:10]=[C:11]([O:13][CH3:14])[CH:12]=1. The catalyst class is: 6. (4) Reactant: C([BH3-])#N.[Na+].[F:5][C:6]1[CH:7]=[C:8]([C:13]([N:15]2[CH2:28][C:27]([CH3:30])([CH3:29])[C:26]3[C:25]4[CH:24]=[CH:23][CH:22]=[CH:21][C:20]=4[NH:19][C:18]=3[C:17]([C:31]([O:33][CH2:34][CH3:35])=[O:32])=[CH:16]2)=[O:14])[CH:9]=[CH:10][C:11]=1[F:12]. Product: [F:5][C:6]1[CH:7]=[C:8]([C:13]([N:15]2[CH2:28][C:27]([CH3:30])([CH3:29])[C:26]3[C:25]4[CH:24]=[CH:23][CH:22]=[CH:21][C:20]=4[NH:19][C:18]=3[CH:17]([C:31]([O:33][CH2:34][CH3:35])=[O:32])[CH2:16]2)=[O:14])[CH:9]=[CH:10][C:11]=1[F:12]. The catalyst class is: 15. (5) Reactant: [C:1]([OH:10])(=O)[C@@H:2]([C@H:4]([C:6](O)=[O:7])[OH:5])[OH:3].[CH2:11]([NH2:18])[C:12]1[CH:17]=[CH:16][CH:15]=[CH:14][CH:13]=1.C1(C)C(C)=CC=CC=1. Product: [CH2:11]([N:18]1[C:6](=[O:7])[C@H:4]([OH:5])[C@@H:2]([OH:3])[C:1]1=[O:10])[C:12]1[CH:17]=[CH:16][CH:15]=[CH:14][CH:13]=1. The catalyst class is: 6. (6) The catalyst class is: 4. Reactant: [O:1]([C:8]1[CH:16]=[CH:15][C:11]([C:12]([OH:14])=O)=[CH:10][CH:9]=1)[C:2]1[CH:7]=[CH:6][CH:5]=[CH:4][CH:3]=1.ON1C2C=CC=CC=2N=N1.Cl.CN(C)CCCN=C=NCC.C(N(CC)CC)C.[NH2:46][CH2:47][C:48]1[C:49]([OH:56])=[N:50][C:51]([CH3:55])=[CH:52][C:53]=1[CH3:54]. Product: [OH:56][C:49]1[C:48]([CH2:47][NH:46][C:12](=[O:14])[C:11]2[CH:10]=[CH:9][C:8]([O:1][C:2]3[CH:3]=[CH:4][CH:5]=[CH:6][CH:7]=3)=[CH:16][CH:15]=2)=[C:53]([CH3:54])[CH:52]=[C:51]([CH3:55])[N:50]=1. (7) Reactant: [NH2:1][C:2]12[CH2:7][C:6]1([CH3:8])[CH2:5][N:4]([C:9]1[N:10]=[C:11]([NH:19][C:20]3[CH:24]=[C:23]([CH3:25])[NH:22][N:21]=3)[C:12]3[CH:18]=[CH:17][CH:16]=[N:15][C:13]=3[N:14]=1)[CH2:3]2.CCN(CC)CC.[CH:33]1([S:36](Cl)(=[O:38])=[O:37])[CH2:35][CH2:34]1. Product: [CH3:8][C:6]12[CH2:7][C:2]1([NH:1][S:36]([CH:33]1[CH2:35][CH2:34]1)(=[O:38])=[O:37])[CH2:3][N:4]([C:9]1[N:10]=[C:11]([NH:19][C:20]3[CH:24]=[C:23]([CH3:25])[NH:22][N:21]=3)[C:12]3[CH:18]=[CH:17][CH:16]=[N:15][C:13]=3[N:14]=1)[CH2:5]2. The catalyst class is: 3. (8) Reactant: C(OC([N:8]1[CH2:13][CH2:12][CH2:11][C@H:10]([C:14](=[O:23])[NH:15][C:16]2[CH:21]=[CH:20][C:19]([F:22])=[CH:18][CH:17]=2)[CH2:9]1)=O)(C)(C)C.[ClH:24]. Product: [ClH:24].[F:22][C:19]1[CH:18]=[CH:17][C:16]([NH:15][C:14]([C@H:10]2[CH2:11][CH2:12][CH2:13][NH:8][CH2:9]2)=[O:23])=[CH:21][CH:20]=1. The catalyst class is: 4. (9) Reactant: Cl[C:2]1[N:7]=[C:6]([Cl:8])[N:5]=[C:4]([NH:9][CH:10]2[CH2:15][CH2:14][CH:13]([OH:16])[CH2:12][CH2:11]2)[N:3]=1.[CH:17]1([NH2:24])[CH2:23][CH2:22][CH2:21][CH2:20][CH2:19][CH2:18]1.[OH-].[Na+].O. Product: [OH-:16].[NH4+:3].[Cl:8][C:6]1[N:7]=[C:2]([NH:24][CH:17]2[CH2:23][CH2:22][CH2:21][CH2:20][CH2:19][CH2:18]2)[N:3]=[C:4]([NH:9][CH:10]2[CH2:15][CH2:14][CH:13]([OH:16])[CH2:12][CH2:11]2)[N:5]=1. The catalyst class is: 21. (10) Reactant: I/[CH:2]=[CH:3]/[C@@H:4]([C:11]1[CH:16]=[CH:15][C:14]([O:17][CH:18]2[CH2:23][CH2:22][CH2:21][CH2:20][O:19]2)=[CH:13][CH:12]=1)[CH2:5][C:6]([O:8][CH2:9][CH3:10])=[O:7].[Br-].[CH2:25]([Zn+])[C:26]1[CH:31]=[CH:30][CH:29]=[CH:28][CH:27]=1.O. Product: [C:26]1([CH2:25]/[CH:2]=[CH:3]/[C@H:4]([C:11]2[CH:16]=[CH:15][C:14]([O:17][CH:18]3[CH2:23][CH2:22][CH2:21][CH2:20][O:19]3)=[CH:13][CH:12]=2)[CH2:5][C:6]([O:8][CH2:9][CH3:10])=[O:7])[CH:31]=[CH:30][CH:29]=[CH:28][CH:27]=1. The catalyst class is: 176.